The task is: Predict the reaction yield, written as a fraction of the theoretical maximum amount of product (1.0 means a 100% yield; for example, 0.34 means a 34% yield).. This data is from Reaction yield outcomes from USPTO patents with 853,638 reactions. (1) The product is [OH:14][CH:15]1[CH:32]([OH:42])[C:33]([O:41][CH3:1])([CH2:34][CH2:35][CH2:36][CH2:37][CH2:38][CH2:39][CH3:40])[O:31][C:16]1([C:27]([O:29][CH3:30])=[O:28])/[C:17](/[C:23]([O:25][CH3:26])=[O:24])=[CH:18]/[C:19]([O:21][CH3:22])=[O:20]. The yield is 0.260. The catalyst is CO. The reactants are [CH3:1]C1C=CC(S(O)(=O)=O)=CC=1.CC1(C)[O:42][CH:32]([C:33](=[O:41])[CH2:34][CH2:35][CH2:36][CH2:37][CH2:38][CH2:39][CH3:40])[CH:15]([C:16]([OH:31])([C:27]([O:29][CH3:30])=[O:28])/[C:17](/[C:23]([O:25][CH3:26])=[O:24])=[CH:18]/[C:19]([O:21][CH3:22])=[O:20])[O:14]1.C([O-])(O)=O.[Na+]. (2) The reactants are [C:11]1([O:10]P(Cl)([O:10][C:11]2[CH:16]=[CH:15][CH:14]=[CH:13][CH:12]=2)=O)[CH:16]=[CH:15][CH:14]=[CH:13][CH:12]=1.C(N([CH2:23][CH3:24])CC)C.[NH2:25][CH:26]1[CH:31]2[CH2:32][CH2:33][N:28]([CH2:29][CH2:30]2)[CH:27]1[CH2:34][C:35]1[CH:36]=[N:37][CH:38]=[CH:39][CH:40]=1.[OH-:41].[Na+].Cl[CH2:44]Cl. No catalyst specified. The product is [N:37]1[CH:38]=[CH:39][CH:40]=[C:35]([CH2:34][CH:27]2[CH:26]([NH:25][C:44]([C:23]3[O:10][C:11]4[CH:12]=[CH:13][CH:14]=[CH:15][C:16]=4[CH:24]=3)=[O:41])[CH:31]3[CH2:30][CH2:29][N:28]2[CH2:33][CH2:32]3)[CH:36]=1. The yield is 0.420. (3) The reactants are [Cl:1][C:2]1[C:7]2[O:8][C:9]3[C:18]([CH3:19])=[CH:17][C:16]([C:20]([OH:22])=[O:21])=[CH:15][C:10]=3[S:11](=[O:14])(=[O:13])[CH2:12][C:6]=2[CH:5]=[C:4]([N+:23]([O-])=O)[CH:3]=1. The catalyst is CN(C=O)C.[Ni]. The product is [NH2:23][C:4]1[CH:3]=[C:2]([Cl:1])[C:7]2[O:8][C:9]3[C:18]([CH3:19])=[CH:17][C:16]([C:20]([OH:22])=[O:21])=[CH:15][C:10]=3[S:11](=[O:13])(=[O:14])[CH2:12][C:6]=2[CH:5]=1. The yield is 0.760.